Dataset: Full USPTO retrosynthesis dataset with 1.9M reactions from patents (1976-2016). Task: Predict the reactants needed to synthesize the given product. (1) Given the product [CH2:25]([N:24]([CH2:22][CH3:23])[C:16]1[C:17]([N+:18]([O-:20])=[O:19])=[C:12]([NH:2][C:3]2[C:8]([CH3:9])=[CH:7][C:6]([CH3:10])=[CH:5][C:4]=2[CH3:11])[N:13]=[C:14]([CH3:21])[N:15]=1)[CH2:26][CH2:27][CH3:28], predict the reactants needed to synthesize it. The reactants are: Cl[N:2]([C:12]1[C:17]([N+:18]([O-:20])=[O:19])=[CH:16][N:15]=[C:14]([CH3:21])[N:13]=1)[C:3]1[C:8]([CH3:9])=[CH:7][C:6]([CH3:10])=[CH:5][C:4]=1[CH3:11].[CH2:22]([NH:24][CH2:25][CH2:26][CH2:27][CH3:28])[CH3:23]. (2) The reactants are: O[CH2:2][C:3]1([C:12]2[CH:17]=[CH:16][CH:15]=[C:14]([OH:18])[CH:13]=2)[CH2:9][CH2:8][CH2:7][CH2:6][N:5]([CH3:10])[C:4]1=[O:11].C1(P(C2C=CC=CC=2)C2C=CC=CC=2)C=CC=CC=1.C(Br)(Br)(Br)[Br:39]. Given the product [Br:39][CH2:2][C:3]1([C:12]2[CH:17]=[CH:16][CH:15]=[C:14]([OH:18])[CH:13]=2)[CH2:9][CH2:8][CH2:7][CH2:6][N:5]([CH3:10])[C:4]1=[O:11], predict the reactants needed to synthesize it.